Dataset: Forward reaction prediction with 1.9M reactions from USPTO patents (1976-2016). Task: Predict the product of the given reaction. (1) Given the reactants C(OC(=O)[NH:7][C:8]1[CH:13]=[C:12]([F:14])[C:11]([C:15]([F:18])([F:17])[F:16])=[CH:10][C:9]=1[NH:19][C:20](=[O:43])[CH2:21][C:22](=O)[C:23]1[CH:28]=[CH:27][CH:26]=[C:25]([N:29]2[C:33]([CH2:34][O:35]C3CCCCO3)=[CH:32][N:31]=[N:30]2)[CH:24]=1)(C)(C)C.C(O)(C(F)(F)F)=O, predict the reaction product. The product is: [F:14][C:12]1[C:11]([C:15]([F:18])([F:17])[F:16])=[CH:10][C:9]2[NH:19][C:20](=[O:43])[CH2:21][C:22]([C:23]3[CH:28]=[CH:27][CH:26]=[C:25]([N:29]4[C:33]([CH2:34][OH:35])=[CH:32][N:31]=[N:30]4)[CH:24]=3)=[N:7][C:8]=2[CH:13]=1. (2) Given the reactants [B:10]1([B:10]2[O:14][C:13]([CH3:16])([CH3:15])[C:12]([CH3:18])([CH3:17])[O:11]2)[O:14][C:13]([CH3:16])([CH3:15])[C:12]([CH3:18])([CH3:17])[O:11]1.[CH2:19]([O:21][C:22]([C:24]1[C:29]2[S:30][CH:31]=[CH:32][C:28]=2[CH:27]=[CH:26][CH:25]=1)=[O:23])[CH3:20], predict the reaction product. The product is: [CH2:19]([O:21][C:22]([C:24]1[C:29]2[S:30][C:31]([B:10]3[O:11][C:12]([CH3:17])([CH3:18])[C:13]([CH3:15])([CH3:16])[O:14]3)=[CH:32][C:28]=2[CH:27]=[CH:26][CH:25]=1)=[O:23])[CH3:20]. (3) Given the reactants [C:1]([O:5][C:6]([N:8]1[CH2:11][CH:10]([O:12][C:13]2[CH:18]=[C:17]([Cl:19])[CH:16]=[C:15]([F:20])[C:14]=2C=O)[CH2:9]1)=[O:7])([CH3:4])([CH3:3])[CH3:2].C1C=C(Cl)C=C(C(OO)=[O:31])C=1.S(=O)(O)[O-].[Na+], predict the reaction product. The product is: [C:1]([O:5][C:6]([N:8]1[CH2:11][CH:10]([O:12][C:13]2[CH:18]=[C:17]([Cl:19])[CH:16]=[C:15]([F:20])[C:14]=2[OH:31])[CH2:9]1)=[O:7])([CH3:4])([CH3:3])[CH3:2]. (4) Given the reactants Br[CH2:2][C:3]([C:5]1[CH:10]=[CH:9][CH:8]=[C:7]([O:11][CH2:12][CH2:13][CH2:14][Cl:15])[CH:6]=1)=O.[NH2:16][C:17]1[CH:22]=[C:21]([CH3:23])[CH:20]=[CH:19][N:18]=1, predict the reaction product. The product is: [Cl:15][CH2:14][CH2:13][CH2:12][O:11][C:7]1[CH:6]=[C:5]([C:3]2[N:16]=[C:17]3[CH:22]=[C:21]([CH3:23])[CH:20]=[CH:19][N:18]3[CH:2]=2)[CH:10]=[CH:9][CH:8]=1. (5) Given the reactants C(OC(=O)[NH:7][C:8]1([CH2:16][CH2:17][C:18]2[CH:23]=[CH:22][C:21]([O:24][CH2:25][CH2:26][CH2:27][CH2:28][CH2:29][CH2:30][CH3:31])=[C:20]([C:32]([F:35])([F:34])[F:33])[CH:19]=2)[CH2:13][O:12]C(C)(C)[O:10][CH2:9]1)(C)(C)C.[ClH:37], predict the reaction product. The product is: [ClH:37].[NH2:7][C:8]([CH2:16][CH2:17][C:18]1[CH:23]=[CH:22][C:21]([O:24][CH2:25][CH2:26][CH2:27][CH2:28][CH2:29][CH2:30][CH3:31])=[C:20]([C:32]([F:33])([F:34])[F:35])[CH:19]=1)([CH2:9][OH:10])[CH2:13][OH:12]. (6) Given the reactants [Cl:1][C:2]1[CH:3]=[C:4]2[C:12](=[C:13]([N+:20]([O-])=O)[C:14]=1[O:15][CH2:16][CH:17]1[CH2:19][CH2:18]1)[NH:11][C:10]1[CH:9]=[N:8][CH:7]=[CH:6][C:5]2=1.[H][H].C([O-])(O)=O.[Na+], predict the reaction product. The product is: [Cl:1][C:2]1[CH:3]=[C:4]2[C:12](=[C:13]([NH2:20])[C:14]=1[O:15][CH2:16][CH:17]1[CH2:19][CH2:18]1)[NH:11][C:10]1[CH:9]=[N:8][CH:7]=[CH:6][C:5]2=1.